The task is: Predict which catalyst facilitates the given reaction.. This data is from Catalyst prediction with 721,799 reactions and 888 catalyst types from USPTO. (1) Reactant: Cl.[NH:2]1[CH2:6][CH:5]=[CH:4][C@H:3]1[C:7]([O:9][CH3:10])=[O:8].C(N(CC)CC)C.[F:18][C:19]1[CH:24]=[CH:23][C:22]([S:25](Cl)(=[O:27])=[O:26])=[CH:21][CH:20]=1. Product: [F:18][C:19]1[CH:24]=[CH:23][C:22]([S:25]([N:2]2[CH2:6][CH:5]=[CH:4][C@H:3]2[C:7]([O:9][CH3:10])=[O:8])(=[O:27])=[O:26])=[CH:21][CH:20]=1. The catalyst class is: 4. (2) The catalyst class is: 742. Reactant: [NH2:1][CH:2]1[CH2:11][O:10][C:9]2[C:4](=[N:5][CH:6]=[C:7]([N:12]3[C:17](=[O:18])[CH2:16][NH:15][C:14]4[CH:19]=[CH:20][C:21]([O:23][CH3:24])=[N:22][C:13]3=4)[CH:8]=2)[CH2:3]1.CO. Product: [NH2:1][CH:2]1[CH2:11][O:10][C:9]2[C:4](=[N:5][CH:6]=[C:7]([N:12]3[C:17](=[O:18])[CH:16]=[N:15][C:14]4[CH:19]=[CH:20][C:21]([O:23][CH3:24])=[N:22][C:13]3=4)[CH:8]=2)[CH2:3]1.